This data is from Forward reaction prediction with 1.9M reactions from USPTO patents (1976-2016). The task is: Predict the product of the given reaction. (1) Given the reactants Br[C:2]1[C:3]([CH3:9])=[C:4]([CH:6]=[CH:7][CH:8]=1)[NH2:5].[F:10][C:11]([F:22])([F:21])[C:12]1[CH:17]=[CH:16][C:15](B(O)O)=[CH:14][CH:13]=1.C(=O)([O-])[O-].[Na+].[Na+], predict the reaction product. The product is: [CH3:9][C:3]1[C:4]([NH2:5])=[CH:6][CH:7]=[CH:8][C:2]=1[C:15]1[CH:16]=[CH:17][C:12]([C:11]([F:22])([F:21])[F:10])=[CH:13][CH:14]=1. (2) Given the reactants [CH3:1][O:2][C:3]1[CH:4]=[C:5]([CH2:20][C:21]([OH:23])=O)[CH:6]=[CH:7][C:8]=1[NH:9][C:10]([NH:12][C:13]1[CH:18]=[CH:17][CH:16]=[CH:15][C:14]=1[CH3:19])=[O:11].[CH3:24][O:25][C@@H:26]1[CH2:30][NH:29][C@H:28]([CH2:31][O:32][C:33]2[CH:42]=[CH:41][C:36]([C:37]([O:39][CH3:40])=[O:38])=[CH:35][CH:34]=2)[CH2:27]1.CCN=C=NCCCN(C)C.Cl.C1C=CC2N(O)N=NC=2C=1.CCN(CC)CC, predict the reaction product. The product is: [CH3:24][O:25][C@@H:26]1[CH2:30][N:29]([C:21](=[O:23])[CH2:20][C:5]2[CH:6]=[CH:7][C:8]([NH:9][C:10]([NH:12][C:13]3[CH:18]=[CH:17][CH:16]=[CH:15][C:14]=3[CH3:19])=[O:11])=[C:3]([O:2][CH3:1])[CH:4]=2)[C@H:28]([CH2:31][O:32][C:33]2[CH:42]=[CH:41][C:36]([C:37]([O:39][CH3:40])=[O:38])=[CH:35][CH:34]=2)[CH2:27]1. (3) Given the reactants [NH2:1][C@H:2]1[CH2:7][CH2:6][C@H:5]([NH2:8])[CH2:4][CH2:3]1.Cl[C:10]1[N:18]=[C:17]2[C:13]([N:14]=[CH:15][NH:16]2)=[C:12]([NH:19][C:20]2[CH:25]=[CH:24][C:23]([Cl:26])=[CH:22][CH:21]=2)[N:11]=1, predict the reaction product. The product is: [NH2:1][C@H:2]1[CH2:7][CH2:6][C@H:5]([NH:8][C:10]2[N:18]=[C:17]3[C:13]([N:14]=[CH:15][NH:16]3)=[C:12]([NH:19][C:20]3[CH:21]=[CH:22][C:23]([Cl:26])=[CH:24][CH:25]=3)[N:11]=2)[CH2:4][CH2:3]1. (4) Given the reactants [NH2:1][C:2]1[CH:11]=[CH:10][C:9]([C:12]([C:14]2[N:22]3[C:17]([CH:18]=[CH:19][CH:20]=[CH:21]3)=[C:16]([C:23]3[CH:28]=[CH:27][CH:26]=[C:25]([O:29][CH2:30][C:31]([O:33]C(C)(C)C)=[O:32])[CH:24]=3)[C:15]=2[CH3:38])=[O:13])=[CH:8][C:3]=1[C:4]([O:6][CH3:7])=[O:5].O, predict the reaction product. The product is: [NH2:1][C:2]1[CH:11]=[CH:10][C:9]([C:12]([C:14]2[N:22]3[C:17]([CH:18]=[CH:19][CH:20]=[CH:21]3)=[C:16]([C:23]3[CH:24]=[C:25]([CH:26]=[CH:27][CH:28]=3)[O:29][CH2:30][C:31]([OH:33])=[O:32])[C:15]=2[CH3:38])=[O:13])=[CH:8][C:3]=1[C:4]([O:6][CH3:7])=[O:5]. (5) Given the reactants C1C=CN=CC=1.[FH:7].[Br:8][C:9]1[CH:29]=[CH:28][C:12]2[O:13][CH2:14][C:15]3([C:18]4[S:22][C:21]([C:23]([O:25][CH2:26][CH3:27])=[O:24])=[N:20][C:19]=4[C:11]=2[CH:10]=1)[CH2:17][O:16]3, predict the reaction product. The product is: [Br:8][C:9]1[CH:29]=[CH:28][C:12]2[O:13][CH2:14][C:15]([F:7])([CH2:17][OH:16])[C:18]3[S:22][C:21]([C:23]([O:25][CH2:26][CH3:27])=[O:24])=[N:20][C:19]=3[C:11]=2[CH:10]=1. (6) Given the reactants [C:1]1([C:7]2[CH:11]=[CH:10][NH:9][N:8]=2)[CH:6]=[CH:5][CH:4]=[CH:3][CH:2]=1.[H-].[Na+].Cl[C:15]1[CH:20]=[C:19]([C:21]2[NH:29][C:28]3[CH2:27][CH2:26][NH:25][C:24](=[O:30])[C:23]=3[CH:22]=2)[CH:18]=[CH:17][N:16]=1, predict the reaction product. The product is: [C:1]1([C:7]2[CH:11]=[CH:10][N:9]([C:15]3[CH:20]=[C:19]([C:21]4[NH:29][C:28]5[CH2:27][CH2:26][NH:25][C:24](=[O:30])[C:23]=5[CH:22]=4)[CH:18]=[CH:17][N:16]=3)[N:8]=2)[CH:2]=[CH:3][CH:4]=[CH:5][CH:6]=1.